This data is from Forward reaction prediction with 1.9M reactions from USPTO patents (1976-2016). The task is: Predict the product of the given reaction. (1) Given the reactants C1C=CC(P(C2C=CC=CC=2)C2C=CC=CC=2)=CC=1.[Cl:20][C:21]1[C:30]2[C:25](=[CH:26][C:27]([O:32][CH3:33])=[C:28]([F:31])[CH:29]=2)[C:24]([CH2:34][CH2:35][CH2:36]O)=[C:23]([OH:38])[N:22]=1.CC(OC(/N=N/C(OC(C)C)=O)=O)C, predict the reaction product. The product is: [Cl:20][C:21]1[C:30]2[CH:29]=[C:28]([F:31])[C:27]([O:32][CH3:33])=[CH:26][C:25]=2[C:24]2[CH2:34][CH2:35][CH2:36][O:38][C:23]=2[N:22]=1. (2) Given the reactants [Cl:1][C:2]1[C:7]([CH:8]=[O:9])=[C:6]([Cl:10])[N:5]=[CH:4][N:3]=1.CC(N=NC(C#N)(C)C)(C#N)C.C(Cl)(Cl)(Cl)[Cl:24], predict the reaction product. The product is: [Cl:1][C:2]1[C:7]([C:8]([Cl:24])=[O:9])=[C:6]([Cl:10])[N:5]=[CH:4][N:3]=1. (3) Given the reactants [Cl-].O[NH3+:3].[C:4](=[O:7])([O-])[OH:5].[Na+].CS(C)=O.[CH:13]1([C:19](=[O:49])[CH2:20][N:21]2[C:26](=[O:27])[C:25]3[CH:28]=[C:29]([CH2:31][CH3:32])[S:30][C:24]=3[N:23]([CH2:33][C:34]3[CH:39]=[CH:38][C:37]([C:40]4[C:41]([C:46]#[N:47])=[CH:42][CH:43]=[CH:44][CH:45]=4)=[CH:36][CH:35]=3)[C:22]2=[O:48])[CH2:18][CH2:17][CH2:16][CH2:15][CH2:14]1, predict the reaction product. The product is: [CH:13]1([C:19](=[O:49])[CH2:20][N:21]2[C:26](=[O:27])[C:25]3[CH:28]=[C:29]([CH2:31][CH3:32])[S:30][C:24]=3[N:23]([CH2:33][C:34]3[CH:35]=[CH:36][C:37]([C:40]4[CH:45]=[CH:44][CH:43]=[CH:42][C:41]=4[C:46]4[NH:3][C:4](=[O:7])[O:5][N:47]=4)=[CH:38][CH:39]=3)[C:22]2=[O:48])[CH2:18][CH2:17][CH2:16][CH2:15][CH2:14]1. (4) Given the reactants [CH3:1][C:2]1[C:6]([C:7]([O:9][CH2:10][CH3:11])=[O:8])=[C:5]([S:12][CH3:13])[S:4][C:3]=1[C:14]([O:16][CH2:17][CH3:18])=[O:15].[Br:19]N1C(=O)CCC1=O.N(C(C)(C)C#N)=NC(C)(C)C#N.O, predict the reaction product. The product is: [Br:19][CH2:1][C:2]1[C:6]([C:7]([O:9][CH2:10][CH3:11])=[O:8])=[C:5]([S:12][CH3:13])[S:4][C:3]=1[C:14]([O:16][CH2:17][CH3:18])=[O:15]. (5) Given the reactants [N:1]([CH2:4][CH2:5][CH2:6][CH2:7][CH3:8])=[C:2]=[O:3].[CH:9]1[C:18]2[CH:17]=[CH:16][CH:15]=[C:14]([NH2:19])[C:13]=2[CH:12]=[CH:11][N:10]=1.BrC1C=CC(CN=C=O)=CC=1, predict the reaction product. The product is: [CH:9]1[C:18]2[C:13](=[C:14]([NH:19][C:2]([NH:1][CH2:4][CH2:5][CH2:6][CH2:7][CH3:8])=[O:3])[CH:15]=[CH:16][CH:17]=2)[CH:12]=[CH:11][N:10]=1. (6) Given the reactants C1(C(C2C=CC=CC=2)=[N:8][C:9]2[CH:10]=[N:11][CH:12]=[C:13]([NH:15][C:16]3[CH:25]=[CH:24][CH:23]=[C:22]4[C:17]=3[CH:18]=[CH:19][N:20]=[CH:21]4)[CH:14]=2)C=CC=CC=1, predict the reaction product. The product is: [CH:21]1[C:22]2[C:17](=[C:16]([NH:15][C:13]3[CH:12]=[N:11][CH:10]=[C:9]([NH2:8])[CH:14]=3)[CH:25]=[CH:24][CH:23]=2)[CH:18]=[CH:19][N:20]=1. (7) Given the reactants [C:1]([O:5][C:6]([NH:8][CH2:9][C@H:10]1[CH2:15][CH2:14][C@H:13]([C:16]([NH:18][C@H:19]([C:37](=[O:50])[NH:38][C:39]2[CH:44]=[CH:43][C:42]([C:45]3[N:46]=[N:47][NH:48][N:49]=3)=[CH:41][CH:40]=2)[CH2:20][C:21]2[CH:26]=[CH:25][C:24]([C:27]3[CH:32]=[CH:31][C:30]([C:33]([OH:35])=O)=[CH:29][C:28]=3[CH3:36])=[CH:23][CH:22]=2)=[O:17])[CH2:12][CH2:11]1)=[O:7])([CH3:4])([CH3:3])[CH3:2].[CH:51]1([NH2:55])[CH2:54][CH2:53][CH2:52]1.C(N(CC)C(C)C)(C)C.F[P-](F)(F)(F)(F)F.CN(C(ON1C2=NC=CC=C2N=N1)=[N+](C)C)C, predict the reaction product. The product is: [CH:51]1([NH:55][C:33]([C:30]2[CH:31]=[CH:32][C:27]([C:24]3[CH:25]=[CH:26][C:21]([CH2:20][C@H:19]([NH:18][C:16]([C@H:13]4[CH2:12][CH2:11][C@H:10]([CH2:9][NH:8][C:6](=[O:7])[O:5][C:1]([CH3:3])([CH3:2])[CH3:4])[CH2:15][CH2:14]4)=[O:17])[C:37](=[O:50])[NH:38][C:39]4[CH:44]=[CH:43][C:42]([C:45]5[NH:46][N:47]=[N:48][N:49]=5)=[CH:41][CH:40]=4)=[CH:22][CH:23]=3)=[C:28]([CH3:36])[CH:29]=2)=[O:35])[CH2:54][CH2:53][CH2:52]1.